This data is from Full USPTO retrosynthesis dataset with 1.9M reactions from patents (1976-2016). The task is: Predict the reactants needed to synthesize the given product. (1) Given the product [C:12]([NH:11][C:8]1[CH:9]=[CH:10][C:5]([C:4]([OH:23])=[O:3])=[CH:6][CH:7]=1)(=[O:22])[CH2:13][CH2:14][CH2:15][CH2:16][CH2:17][CH2:18][CH2:19][CH2:20][CH3:21], predict the reactants needed to synthesize it. The reactants are: C([O:3][C:4](=[O:23])[C:5]1[CH:10]=[CH:9][C:8]([NH:11][C:12](=[O:22])[CH2:13][CH2:14][CH2:15][CH2:16][CH2:17][CH2:18][CH2:19][CH2:20][CH3:21])=[CH:7][CH:6]=1)C.[OH-].[Na+].Cl. (2) Given the product [Cl:22][C:23]1[CH:28]=[CH:27][CH:26]=[CH:25][C:24]=1[CH2:29][CH2:30][NH:31][C:2]1[N:7]=[C:6]([N:8]([CH3:21])[C:9]2[CH:14]=[CH:13][N:12]=[C:11]([C:15]3[CH:20]=[CH:19][CH:18]=[CH:17][CH:16]=3)[N:10]=2)[CH:5]=[CH:4][N:3]=1, predict the reactants needed to synthesize it. The reactants are: F[C:2]1[N:7]=[C:6]([N:8]([CH3:21])[C:9]2[CH:14]=[CH:13][N:12]=[C:11]([C:15]3[CH:20]=[CH:19][CH:18]=[CH:17][CH:16]=3)[N:10]=2)[CH:5]=[CH:4][N:3]=1.[Cl:22][C:23]1[CH:28]=[CH:27][CH:26]=[CH:25][C:24]=1[CH2:29][CH2:30][NH2:31]. (3) Given the product [C:1]([C:4]1[CH:13]=[CH:12][C:11]([O:14][CH2:22][C:23]2[CH:28]=[CH:27][C:26]([O:29][CH3:30])=[CH:25][CH:24]=2)=[C:10]2[C:5]=1[CH:6]=[CH:7][C:8](=[O:15])[NH:9]2)(=[O:3])[CH3:2], predict the reactants needed to synthesize it. The reactants are: [C:1]([C:4]1[CH:13]=[CH:12][C:11]([OH:14])=[C:10]2[C:5]=1[CH:6]=[CH:7][C:8](=[O:15])[NH:9]2)(=[O:3])[CH3:2].C(=O)(O)[O-].[Na+].Cl[CH2:22][C:23]1[CH:28]=[CH:27][C:26]([O:29][CH3:30])=[CH:25][CH:24]=1. (4) Given the product [CH3:18][C:2]([CH3:1])([CH3:19])[CH2:3][O:4][C:5]1[CH:13]=[CH:12][C:11]([S:14]([CH3:17])(=[O:16])=[O:15])=[CH:10][C:6]=1[C:7]([N:33]1[CH2:34][CH2:35][N:30]([C:28]2[S:29][C:25]([S:22]([CH3:21])(=[O:24])=[O:23])=[CH:26][N:27]=2)[CH2:31][CH2:32]1)=[O:9], predict the reactants needed to synthesize it. The reactants are: [CH3:1][C:2]([CH3:19])([CH3:18])[CH2:3][O:4][C:5]1[CH:13]=[CH:12][C:11]([S:14]([CH3:17])(=[O:16])=[O:15])=[CH:10][C:6]=1[C:7]([OH:9])=O.Cl.[CH3:21][S:22]([C:25]1[S:29][C:28]([N:30]2[CH2:35][CH2:34][NH:33][CH2:32][CH2:31]2)=[N:27][CH:26]=1)(=[O:24])=[O:23].